From a dataset of Reaction yield outcomes from USPTO patents with 853,638 reactions. Predict the reaction yield, written as a fraction of the theoretical maximum amount of product (1.0 means a 100% yield; for example, 0.34 means a 34% yield). The reactants are [OH:1][NH:2][C:3](=[NH:5])[CH3:4].N1[CH:11]=[CH:10]C=CC=1.C([CH:14]([C:18](Cl)=[O:19])[C:15](Cl)=[O:16])C.C[O:22]CCOC. No catalyst specified. The product is [NH2:5]/[C:3](=[N:2]\[O:1][C:18](=[O:19])[CH2:14][C:15]([O:16][CH2:10][CH3:11])=[O:22])/[CH3:4]. The yield is 0.210.